This data is from Forward reaction prediction with 1.9M reactions from USPTO patents (1976-2016). The task is: Predict the product of the given reaction. (1) Given the reactants [C:1]([O:9][C@H:10]([CH:25]=[CH2:26])[C@H:11]([O:17][CH2:18][C:19]1[CH:24]=[CH:23][CH:22]=[CH:21][CH:20]=1)[C@@H:12]([F:16])[CH:13]=[N:14][OH:15])(=[O:8])[C:2]1[CH:7]=[CH:6][CH:5]=[CH:4][CH:3]=1, predict the reaction product. The product is: [C:1]([O:9][C@@H:10]1[C@@H:25]2[C@@H:13]([NH:14][O:15][CH2:26]2)[C@H:12]([F:16])[C@H:11]1[O:17][CH2:18][C:19]1[CH:20]=[CH:21][CH:22]=[CH:23][CH:24]=1)(=[O:8])[C:2]1[CH:3]=[CH:4][CH:5]=[CH:6][CH:7]=1. (2) Given the reactants [C:1]([C:4]1([NH:9]C(=O)OC(C)(C)C)[CH2:8][CH2:7][CH2:6][CH2:5]1)(=[O:3])[NH2:2].[ClH:17], predict the reaction product. The product is: [ClH:17].[NH2:9][C:4]1([C:1]([NH2:2])=[O:3])[CH2:8][CH2:7][CH2:6][CH2:5]1. (3) Given the reactants [CH3:1][O:2][C:3]1[CH:4]=[C:5]([C:11]2[CH:19]=[CH:18][CH:17]=[C:16]3[C:12]=2[CH:13]=[CH:14][NH:15]3)[CH:6]=[CH:7][C:8]=1[O:9][CH3:10].C([OH:22])C.C(O)(=O)C.[Br-].[Br-].[Br-].[NH+]1C=CC=CC=1.[NH+]1C=CC=CC=1.[NH+]1C=CC=CC=1, predict the reaction product. The product is: [CH3:1][O:2][C:3]1[CH:4]=[C:5]([C:11]2[CH:19]=[CH:18][CH:17]=[C:16]3[C:12]=2[CH2:13][C:14](=[O:22])[NH:15]3)[CH:6]=[CH:7][C:8]=1[O:9][CH3:10]. (4) Given the reactants [N+:1]([C:4]1[CH:10]=[CH:9][CH:8]=[C:7]([C:11]2[CH:16]=[CH:15][N:14]=[CH:13][CH:12]=2)[C:5]=1[NH2:6])([O-])=O, predict the reaction product. The product is: [N:14]1[CH:13]=[CH:12][C:11]([C:7]2[CH:8]=[CH:9][CH:10]=[C:4]([NH2:1])[C:5]=2[NH2:6])=[CH:16][CH:15]=1.